The task is: Predict the product of the given reaction.. This data is from Forward reaction prediction with 1.9M reactions from USPTO patents (1976-2016). (1) Given the reactants [NH2:1][C:2]1[CH:11]=[C:10]([C:12]([O:14][CH3:15])=[O:13])[CH:9]=[CH:8][C:3]=1[C:4]([O:6]C)=O.C(N(CC)CC)C.[Cl:23][C:24]1[CH:29]=[CH:28][C:27]([N:30]=[C:31]=[O:32])=[CH:26][CH:25]=1, predict the reaction product. The product is: [Cl:23][C:24]1[CH:29]=[CH:28][C:27]([N:30]2[C:4](=[O:6])[C:3]3[C:2](=[CH:11][C:10]([C:12]([O:14][CH3:15])=[O:13])=[CH:9][CH:8]=3)[NH:1][C:31]2=[O:32])=[CH:26][CH:25]=1. (2) The product is: [F:1][C:2]1[CH:17]=[CH:16][C:5]2[C:6]([N:9]3[CH2:14][CH2:13][N:12]([CH2:23][CH2:24][CH:25]4[C:30]5[CH:31]=[CH:32][C:33]([C:35]([NH2:37])=[O:36])=[CH:34][C:29]=5[CH2:28][CH2:27][O:26]4)[C@@H:11]([CH3:15])[CH2:10]3)=[CH:7][S:8][C:4]=2[CH:3]=1. Given the reactants [F:1][C:2]1[CH:17]=[CH:16][C:5]2[C:6]([N:9]3[CH2:14][CH2:13][NH:12][C@@H:11]([CH3:15])[CH2:10]3)=[CH:7][S:8][C:4]=2[CH:3]=1.CS(O[CH2:23][CH2:24][CH:25]1[C:30]2[CH:31]=[CH:32][C:33]([C:35]([NH2:37])=[O:36])=[CH:34][C:29]=2[CH2:28][CH2:27][O:26]1)(=O)=O, predict the reaction product. (3) Given the reactants N[C:2]1[S:3][C:4]2[CH:10]=[C:9]([C:11]([O:13][CH3:14])=[O:12])[CH:8]=[C:7]([O:15][CH3:16])[C:5]=2[N:6]=1.OP(O)(O)=O.N([O-])=O.[Na+].[Na+].[Cl-:27], predict the reaction product. The product is: [Cl:27][C:2]1[S:3][C:4]2[CH:10]=[C:9]([C:11]([O:13][CH3:14])=[O:12])[CH:8]=[C:7]([O:15][CH3:16])[C:5]=2[N:6]=1.